From a dataset of Full USPTO retrosynthesis dataset with 1.9M reactions from patents (1976-2016). Predict the reactants needed to synthesize the given product. (1) Given the product [Cl:1][C:2]1[CH:8]=[C:7]([O:9][C:10]2[C:11]3[N:18]([CH3:19])[CH:17]=[CH:16][C:12]=3[N:13]=[CH:14][N:15]=2)[CH:6]=[CH:5][C:3]=1[NH:4][C:27]([NH:44][C:43]1[CH:45]=[CH:46][CH:47]=[C:41]([N:36]2[CH:40]=[CH:39][N:38]=[CH:37]2)[CH:42]=1)=[O:28], predict the reactants needed to synthesize it. The reactants are: [Cl:1][C:2]1[CH:8]=[C:7]([O:9][C:10]2[C:11]3[N:18]([CH3:19])[CH:17]=[CH:16][C:12]=3[N:13]=[CH:14][N:15]=2)[CH:6]=[CH:5][C:3]=1[NH2:4].N1C=CC=CC=1.Cl[C:27](OC1C=CC=CC=1)=[O:28].[N:36]1([C:41]2[CH:42]=[C:43]([CH:45]=[CH:46][CH:47]=2)[NH2:44])[CH:40]=[CH:39][N:38]=[CH:37]1. (2) Given the product [Br:13][C:9]1[CH:8]=[C:5]([CH:4]=[C:3]([N+:10]([O-:12])=[O:11])[C:2]=1[OH:1])[C:6]#[N:7], predict the reactants needed to synthesize it. The reactants are: [OH:1][C:2]1[CH:9]=[CH:8][C:5]([C:6]#[N:7])=[CH:4][C:3]=1[N+:10]([O-:12])=[O:11].[Br:13]([O-])(=O)=O.[K+]. (3) Given the product [Cl:17][C:18]1[CH:19]=[C:20]([NH:21][C:2]2[C:12]3[CH:11]=[C:10]([C:13]([O:15][CH3:16])=[O:14])[CH2:9][CH2:8][NH:7][C:6]=3[N:5]=[CH:4][N:3]=2)[CH:22]=[CH:23][C:24]=1[C:25]([N:27]1[CH2:31][CH2:30][C@H:29]([O:32][CH2:33][CH:34]([CH3:35])[CH3:36])[CH2:28]1)=[O:26], predict the reactants needed to synthesize it. The reactants are: Cl[C:2]1[C:12]2[CH:11]=[C:10]([C:13]([O:15][CH3:16])=[O:14])[CH2:9][CH2:8][NH:7][C:6]=2[N:5]=[CH:4][N:3]=1.[Cl:17][C:18]1[CH:19]=[C:20]([CH:22]=[CH:23][C:24]=1[C:25]([N:27]1[CH2:31][CH2:30][C@H:29]([O:32][CH2:33][CH:34]([CH3:36])[CH3:35])[CH2:28]1)=[O:26])[NH2:21].[Cl-].[NH+]1C=CC=CC=1. (4) Given the product [CH2:24]([C:3]1([CH2:1][CH3:2])[CH2:12][C:11]([CH3:14])([CH3:13])[C:10]2[C:5](=[C:6]([CH:21]([CH3:23])[CH3:22])[CH:7]=[C:8]([C:15]#[CH:16])[CH:9]=2)[O:4]1)[CH3:25], predict the reactants needed to synthesize it. The reactants are: [CH2:1]([C:3]1([CH2:24][CH3:25])[CH2:12][C:11]([CH3:14])([CH3:13])[C:10]2[C:5](=[C:6]([CH:21]([CH3:23])[CH3:22])[CH:7]=[C:8]([C:15]#[C:16][Si](C)(C)C)[CH:9]=2)[O:4]1)[CH3:2].C(=O)([O-])[O-].[K+].[K+]. (5) Given the product [CH3:18][O:6][C:5](=[O:7])[C:4]1[CH:8]=[C:9]([N+:11]([O-:13])=[O:12])[CH:10]=[C:2]([NH2:1])[CH:3]=1, predict the reactants needed to synthesize it. The reactants are: [NH2:1][C:2]1[CH:3]=[C:4]([CH:8]=[C:9]([N+:11]([O-:13])=[O:12])[CH:10]=1)[C:5]([OH:7])=[O:6].O=S(Cl)Cl.[CH3:18]O. (6) Given the product [C:1]([O:5][C:6](=[O:26])[NH:7][CH:8]([C:18]1[CH:23]=[CH:22][C:21]([CH3:24])=[C:20]([Cl:25])[CH:19]=1)[C:9]([C:11]1[CH:16]=[CH:15][C:14]([O:17][CH:27]([CH3:29])[CH3:28])=[CH:13][CH:12]=1)=[O:10])([CH3:4])([CH3:2])[CH3:3], predict the reactants needed to synthesize it. The reactants are: [C:1]([O:5][C:6](=[O:26])[NH:7][CH:8]([C:18]1[CH:23]=[CH:22][C:21]([CH3:24])=[C:20]([Cl:25])[CH:19]=1)[C:9]([C:11]1[CH:16]=[CH:15][C:14]([OH:17])=[CH:13][CH:12]=1)=[O:10])([CH3:4])([CH3:3])[CH3:2].[CH:27](O)([CH3:29])[CH3:28]. (7) Given the product [CH3:23][O:24][C:25](=[O:33])[C:26]1[CH:31]=[C:30]([NH:1][C:2]2[CH:22]=[CH:21][CH:20]=[C:4]([CH2:5][O:6][C:7]3[CH:12]=[CH:11][C:10]([C:13](=[O:15])[CH3:14])=[C:9]([OH:16])[C:8]=3[CH2:17][CH2:18][CH3:19])[CH:3]=2)[CH:29]=[N:28][CH:27]=1, predict the reactants needed to synthesize it. The reactants are: [NH2:1][C:2]1[CH:3]=[C:4]([CH:20]=[CH:21][CH:22]=1)[CH2:5][O:6][C:7]1[CH:12]=[CH:11][C:10]([C:13](=[O:15])[CH3:14])=[C:9]([OH:16])[C:8]=1[CH2:17][CH2:18][CH3:19].[CH3:23][O:24][C:25](=[O:33])[C:26]1[CH:31]=[C:30](Br)[CH:29]=[N:28][CH:27]=1.C(=O)([O-])[O-].[Cs+].[Cs+].C1(P(C2C=CC=CC=2)C2C=CC3C(=CC=CC=3)C=2C2C3C(=CC=CC=3)C=CC=2P(C2C=CC=CC=2)C2C=CC=CC=2)C=CC=CC=1.C(O)(=O)CC(CC(O)=O)(C(O)=O)O. (8) Given the product [OH:53][CH2:52][CH2:54][NH:55][C:26](=[O:28])[CH2:25][CH2:24][N:4]1[C:5]2[C:10](=[CH:9][CH:8]=[C:7]([NH:12][CH2:13][C:14]3[CH:19]=[CH:18][CH:17]=[C:16]([C:20]([F:23])([F:22])[F:21])[CH:15]=3)[CH:6]=2)[N:11]=[C:2]([CH3:1])[C:3]1=[O:29], predict the reactants needed to synthesize it. The reactants are: [CH3:1][C:2]1[C:3](=[O:29])[N:4]([CH2:24][CH2:25][C:26]([OH:28])=O)[C:5]2[C:10]([N:11]=1)=[CH:9][CH:8]=[C:7]([NH:12][CH2:13][C:14]1[CH:19]=[CH:18][CH:17]=[C:16]([C:20]([F:23])([F:22])[F:21])[CH:15]=1)[CH:6]=2.C1C=CC2N(O)N=NC=2C=1.CCN=C=NCCCN(C)C.Cl.[CH2:52]([CH2:54][NH2:55])[OH:53].